Regression. Given two drug SMILES strings and cell line genomic features, predict the synergy score measuring deviation from expected non-interaction effect. From a dataset of NCI-60 drug combinations with 297,098 pairs across 59 cell lines. (1) Drug 1: CC(CN1CC(=O)NC(=O)C1)N2CC(=O)NC(=O)C2. Drug 2: CCC1=C2CN3C(=CC4=C(C3=O)COC(=O)C4(CC)O)C2=NC5=C1C=C(C=C5)O. Cell line: A498. Synergy scores: CSS=29.3, Synergy_ZIP=-12.6, Synergy_Bliss=-2.44, Synergy_Loewe=-1.51, Synergy_HSA=0.998. (2) Drug 1: C1CCC(C1)C(CC#N)N2C=C(C=N2)C3=C4C=CNC4=NC=N3. Drug 2: CNC(=O)C1=NC=CC(=C1)OC2=CC=C(C=C2)NC(=O)NC3=CC(=C(C=C3)Cl)C(F)(F)F. Cell line: U251. Synergy scores: CSS=22.4, Synergy_ZIP=4.16, Synergy_Bliss=1.67, Synergy_Loewe=-14.1, Synergy_HSA=0.851. (3) Drug 1: CCC1(CC2CC(C3=C(CCN(C2)C1)C4=CC=CC=C4N3)(C5=C(C=C6C(=C5)C78CCN9C7C(C=CC9)(C(C(C8N6C)(C(=O)OC)O)OC(=O)C)CC)OC)C(=O)OC)O.OS(=O)(=O)O. Drug 2: C1=CC=C(C(=C1)C(C2=CC=C(C=C2)Cl)C(Cl)Cl)Cl. Cell line: SF-268. Synergy scores: CSS=-6.00, Synergy_ZIP=2.68, Synergy_Bliss=-2.00, Synergy_Loewe=-2.11, Synergy_HSA=-6.88.